Dataset: Full USPTO retrosynthesis dataset with 1.9M reactions from patents (1976-2016). Task: Predict the reactants needed to synthesize the given product. (1) Given the product [CH3:25][N:26]([CH:27]1[CH2:32][CH2:31][O:30][CH2:29][CH2:28]1)[C:33]1[CH:38]=[CH:37][C:36]([C:2]2[C:10]3[C:5](=[CH:6][CH:7]=[C:8]([NH:11][C:12](=[O:24])[CH:13]([N:19]4[CH2:23][CH2:22][CH2:21][CH2:20]4)[C:14]4[CH:18]=[CH:17][S:16][CH:15]=4)[CH:9]=3)[NH:4][N:3]=2)=[CH:35][CH:34]=1, predict the reactants needed to synthesize it. The reactants are: I[C:2]1[C:10]2[C:5](=[CH:6][CH:7]=[C:8]([NH:11][C:12](=[O:24])[CH:13]([N:19]3[CH2:23][CH2:22][CH2:21][CH2:20]3)[C:14]3[CH:18]=[CH:17][S:16][CH:15]=3)[CH:9]=2)[NH:4][N:3]=1.[CH3:25][N:26]([C:33]1[CH:38]=[CH:37][C:36](B2OC(C)(C)C(C)(C)O2)=[CH:35][CH:34]=1)[CH:27]1[CH2:32][CH2:31][O:30][CH2:29][CH2:28]1.C([O-])([O-])=O.[Na+].[Na+]. (2) Given the product [Br:1][C:2]1[CH:3]=[CH:4][C:5]([CH:8]([CH2:19][CH:20]=[CH2:21])[CH2:9][C:10]([C:12]2[CH:13]=[CH:14][C:15](=[O:18])[N:16]([CH3:24])[CH:17]=2)=[O:11])=[CH:6][CH:7]=1, predict the reactants needed to synthesize it. The reactants are: [Br:1][C:2]1[CH:7]=[CH:6][C:5]([CH:8]([CH2:19][CH:20]=[CH2:21])[CH2:9][C:10]([C:12]2[CH:13]=[CH:14][C:15](=[O:18])[NH:16][CH:17]=2)=[O:11])=[CH:4][CH:3]=1.IC.[C:24](=O)([O-])[O-].[K+].[K+]. (3) Given the product [CH3:41][O:40]/[N:39]=[C:34](\[CH3:35])/[CH2:33][N:6]1[C:7](=[O:32])[C:8]([CH2:13][C:14]2[CH:19]=[CH:18][C:17]([C:20]3[CH:25]=[CH:24][CH:23]=[CH:22][C:21]=3[C:26]3[NH:30][C:29](=[O:31])[O:28][N:27]=3)=[CH:16][CH:15]=2)=[C:9]([CH2:10][CH2:11][CH3:12])[N:4]2[N:3]=[C:2]([CH3:1])[N:37]=[C:5]12, predict the reactants needed to synthesize it. The reactants are: [CH3:1][C:2]1[N:37]=[C:5]2[N:6]([CH2:33][C:34](=O)[CH3:35])[C:7](=[O:32])[C:8]([CH2:13][C:14]3[CH:19]=[CH:18][C:17]([C:20]4[CH:25]=[CH:24][CH:23]=[CH:22][C:21]=4[C:26]4[NH:30][C:29](=[O:31])[O:28][N:27]=4)=[CH:16][CH:15]=3)=[C:9]([CH2:10][CH2:11][CH3:12])[N:4]2[N:3]=1.Cl.[NH2:39][O:40][CH3:41].N1C=CC=CC=1.Cl. (4) Given the product [Cl:10][C:11]1[CH:17]=[CH:16][CH:15]=[CH:14][C:12]=1[NH:13][C:7]([C:5]1[S:6][C:2]([C:21]2[CH:22]=[CH:23][N:18]=[CH:19][CH:20]=2)=[CH:3][CH:4]=1)=[O:8], predict the reactants needed to synthesize it. The reactants are: Br[C:2]1[S:6][C:5]([C:7](Cl)=[O:8])=[CH:4][CH:3]=1.[Cl:10][C:11]1[CH:17]=[CH:16][CH:15]=[CH:14][C:12]=1[NH2:13].[N:18]1[CH:23]=[CH:22][C:21](B(O)O)=[CH:20][CH:19]=1. (5) Given the product [OH:25][C:20]1[CH:21]=[CH:22][CH:23]=[CH:24][C:19]=1[C:10]1[N:9]=[C:8]([N:5]2[CH2:6][CH2:7][C@@H:3]([CH2:2][NH:1][C:34](=[O:35])[O:36][CH2:37][CH2:38][CH3:39])[CH2:4]2)[C:17]2[C:12](=[CH:13][C:14]([CH3:18])=[CH:15][CH:16]=2)[N:11]=1, predict the reactants needed to synthesize it. The reactants are: [NH2:1][CH2:2][C@@H:3]1[CH2:7][CH2:6][N:5]([C:8]2[C:17]3[C:12](=[CH:13][C:14]([CH3:18])=[CH:15][CH:16]=3)[N:11]=[C:10]([C:19]3[CH:24]=[CH:23][CH:22]=[CH:21][C:20]=3[OH:25])[N:9]=2)[CH2:4]1.C(N(CC)CC)C.Cl[C:34]([O:36][CH2:37][CH2:38][CH3:39])=[O:35]. (6) Given the product [O:27]=[C:4]1[N:3]=[C:2]([NH:1][C:38](=[O:39])[CH2:37][C:33]2[CH:34]=[CH:35][CH:36]=[C:31]([O:30][C:29]([F:41])([F:28])[F:42])[CH:32]=2)[CH:7]=[CH:6][N:5]1[CH2:8][CH2:9][CH2:10][CH2:11][C:12]1[S:16][C:15]([NH:17][C:18](=[O:26])[CH2:19][C:20]2[CH:25]=[CH:24][CH:23]=[CH:22][CH:21]=2)=[N:14][N:13]=1, predict the reactants needed to synthesize it. The reactants are: [NH2:1][C:2]1[CH:7]=[CH:6][N:5]([CH2:8][CH2:9][CH2:10][CH2:11][C:12]2[S:16][C:15]([NH:17][C:18](=[O:26])[CH2:19][C:20]3[CH:25]=[CH:24][CH:23]=[CH:22][CH:21]=3)=[N:14][N:13]=2)[C:4](=[O:27])[N:3]=1.[F:28][C:29]([F:42])([F:41])[O:30][C:31]1[CH:32]=[C:33]([CH2:37][C:38](O)=[O:39])[CH:34]=[CH:35][CH:36]=1.C1C=CC2N(O)N=NC=2C=1.CCN(C(C)C)C(C)C.CCN=C=NCCCN(C)C.Cl.